From a dataset of Cav3 T-type calcium channel HTS with 100,875 compounds. Binary Classification. Given a drug SMILES string, predict its activity (active/inactive) in a high-throughput screening assay against a specified biological target. (1) The drug is O=C(Nc1c(cccc1C)C)C1CN(CCC1)CCCc1ccccc1. The result is 0 (inactive). (2) The molecule is O(c1cc(Nc2n3ncnc3nc(CCC)c2)ccc1)CC. The result is 0 (inactive). (3) The result is 0 (inactive). The compound is n12[nH]cnc2=NC(=CC1c1n(ccc1)C)c1ccc(C(C)(C)C)cc1. (4) The drug is O=C(n1nc(cc1C)C)c1ccc(NC(=O)CC)cc1. The result is 0 (inactive). (5) The compound is O(C(=O)CCN(c1ccc(N)cc1)C(=O)C)C. The result is 0 (inactive).